This data is from NCI-60 drug combinations with 297,098 pairs across 59 cell lines. The task is: Regression. Given two drug SMILES strings and cell line genomic features, predict the synergy score measuring deviation from expected non-interaction effect. (1) Drug 1: CN1C(=O)N2C=NC(=C2N=N1)C(=O)N. Drug 2: CN1C2=C(C=C(C=C2)N(CCCl)CCCl)N=C1CCCC(=O)O.Cl. Cell line: SR. Synergy scores: CSS=28.8, Synergy_ZIP=1.66, Synergy_Bliss=3.72, Synergy_Loewe=-14.8, Synergy_HSA=3.39. (2) Drug 1: C1C(C(OC1N2C=C(C(=O)NC2=O)F)CO)O. Drug 2: CCCCCOC(=O)NC1=NC(=O)N(C=C1F)C2C(C(C(O2)C)O)O. Cell line: OVCAR-5. Synergy scores: CSS=0.0690, Synergy_ZIP=4.84, Synergy_Bliss=0.0725, Synergy_Loewe=-20.2, Synergy_HSA=-0.929. (3) Drug 1: CC12CCC(CC1=CCC3C2CCC4(C3CC=C4C5=CN=CC=C5)C)O. Drug 2: CCC1=CC2CC(C3=C(CN(C2)C1)C4=CC=CC=C4N3)(C5=C(C=C6C(=C5)C78CCN9C7C(C=CC9)(C(C(C8N6C)(C(=O)OC)O)OC(=O)C)CC)OC)C(=O)OC.C(C(C(=O)O)O)(C(=O)O)O. Cell line: NCI-H322M. Synergy scores: CSS=39.0, Synergy_ZIP=4.24, Synergy_Bliss=-0.0578, Synergy_Loewe=-29.2, Synergy_HSA=-0.585.